Dataset: Full USPTO retrosynthesis dataset with 1.9M reactions from patents (1976-2016). Task: Predict the reactants needed to synthesize the given product. (1) The reactants are: [Br:1][C:2]1[CH:3]=[C:4]([C:9]2[C:10]([C:14]3[CH:19]=[CH:18][CH:17]=[C:16]([CH3:20])[N:15]=3)=[N:11][NH:12][CH:13]=2)[CH:5]=[CH:6][C:7]=1[F:8].[CH3:21][N:22]([CH3:27])[S:23](Cl)(=[O:25])=[O:24].C(N(CC)CC)C.C(=O)(O)[O-].[Na+]. Given the product [Br:1][C:2]1[CH:3]=[C:4]([C:9]2[C:10]([C:14]3[CH:19]=[CH:18][CH:17]=[C:16]([CH3:20])[N:15]=3)=[N:11][N:12]([S:23]([N:22]([CH3:27])[CH3:21])(=[O:25])=[O:24])[CH:13]=2)[CH:5]=[CH:6][C:7]=1[F:8], predict the reactants needed to synthesize it. (2) Given the product [CH2:29]([C:6]1[C:7]2[O:11][N:10]=[C:9]([CH3:12])[C:8]=2[CH:13]=[CH:14][C:5]=1[OH:4])[CH:24]=[CH2:25], predict the reactants needed to synthesize it. The reactants are: C([O:4][C:5]1[CH:14]=[CH:13][C:8]2[C:9]([CH3:12])=[N:10][O:11][C:7]=2[CH:6]=1)C=C.Cl.C(OCC)(=O)C.CN(C)[C:24]1[CH:29]=CC=C[CH:25]=1. (3) Given the product [CH3:1][C:2]1[CH:31]=[CH:30][C:5]([C:6]([NH:8][C:9]2[C:22]3[C:21](=[O:23])[C:20]4[C:15](=[CH:16][CH:17]=[CH:18][CH:19]=4)[C:14](=[O:24])[C:13]=3[CH:12]=[CH:11][C:10]=2[NH:25][C:26](=[O:29])[CH2:27][N:34]([CH3:35])[CH3:33])=[O:7])=[CH:4][CH:3]=1, predict the reactants needed to synthesize it. The reactants are: [CH3:1][C:2]1[CH:31]=[CH:30][C:5]([C:6]([NH:8][C:9]2[C:22]3[C:21](=[O:23])[C:20]4[C:15](=[CH:16][CH:17]=[CH:18][CH:19]=4)[C:14](=[O:24])[C:13]=3[CH:12]=[CH:11][C:10]=2[NH:25][C:26](=[O:29])[CH2:27]Cl)=[O:7])=[CH:4][CH:3]=1.C[CH2:33][N:34](C(C)C)[CH:35](C)C.CNC.C(OCC)(=O)C. (4) Given the product [CH2:10]([O:12][C:13](=[O:22])[CH2:14][C:15]1[CH:20]=[CH:19][CH:18]=[C:17]([NH:21][C:7]([C:5]2[O:6][C:2]([Br:1])=[CH:3][CH:4]=2)=[O:9])[CH:16]=1)[CH3:11], predict the reactants needed to synthesize it. The reactants are: [Br:1][C:2]1[O:6][C:5]([C:7]([OH:9])=O)=[CH:4][CH:3]=1.[CH2:10]([O:12][C:13](=[O:22])[CH2:14][C:15]1[CH:20]=[CH:19][CH:18]=[C:17]([NH2:21])[CH:16]=1)[CH3:11].C(NC(C)C)(C)C.F[P-](F)(F)(F)(F)F.N1(OC(N(C)C)=[N+](C)C)C2N=CC=CC=2N=N1. (5) Given the product [Cl-:14].[Cl-:14].[CH3:1][C:2]1[CH:7]=[CH:6][CH:5]=[CH:4][C:3]=1[O:8][Ti+2:24][C:22]1([CH3:23])[C:18]([CH3:17])=[C:19]([CH3:27])[C:20]([CH3:26])=[C:21]1[CH3:25], predict the reactants needed to synthesize it. The reactants are: [CH3:1][C:2]1[CH:7]=[CH:6][CH:5]=[CH:4][C:3]=1[OH:8].C([Li])CCC.[Cl-:14].[Cl-].[Cl-].[CH3:17][C:18]1[C:22]([Ti+3:24])([CH3:23])[C:21]([CH3:25])=[C:20]([CH3:26])[C:19]=1[CH3:27]. (6) Given the product [CH3:36][N:37]([CH3:41])[CH2:38][CH2:39][NH:40][C:32](=[O:34])[CH2:31][C:27]1[CH:28]=[CH:29][CH:30]=[C:25]([C:23]2[CH:22]=[CH:21][CH:20]=[C:19]3[C:24]=2/[C:16](=[CH:15]/[C:3]2[NH:4][CH:5]=[C:6]([C:7]([N:9]4[CH2:14][CH2:13][O:12][CH2:11][CH2:10]4)=[O:8])[C:2]=2[CH3:1])/[C:17](=[O:35])[NH:18]3)[CH:26]=1, predict the reactants needed to synthesize it. The reactants are: [CH3:1][C:2]1[C:6]([C:7]([N:9]2[CH2:14][CH2:13][O:12][CH2:11][CH2:10]2)=[O:8])=[CH:5][NH:4][C:3]=1/[CH:15]=[C:16]1\[C:17](=[O:35])[NH:18][C:19]2[C:24]\1=[C:23]([C:25]1[CH:26]=[C:27]([CH2:31][C:32]([OH:34])=O)[CH:28]=[CH:29][CH:30]=1)[CH:22]=[CH:21][CH:20]=2.[CH3:36][N:37]([CH3:41])[CH2:38][CH2:39][NH2:40].C(Cl)CCl.C1C=CC2N(O)N=NC=2C=1. (7) Given the product [C:1]([N:5]1[C:9]2=[N:10][CH:11]=[CH:12][CH:13]=[C:8]2[C@:7]2([CH2:14][C:15]3=[N:16][CH:17]=[C:18]([Cl:23])[CH:19]=[C:20]3[CH2:21]2)[C:6]1=[O:24])([CH3:3])([CH3:4])[CH3:2], predict the reactants needed to synthesize it. The reactants are: [C:1]([N:5]1[C:9]2=[N:10][CH:11]=[CH:12][CH:13]=[C:8]2[CH:7]([CH2:14][C:15]2[C:20]([CH2:21]Cl)=[CH:19][C:18]([Cl:23])=[CH:17][N:16]=2)[C:6]1=[O:24])([CH3:4])([CH3:3])[CH3:2].[OH-].[Na+].